This data is from Catalyst prediction with 721,799 reactions and 888 catalyst types from USPTO. The task is: Predict which catalyst facilitates the given reaction. (1) Product: [CH3:1][C:2]1[CH:7]=[C:6]([C:8]2[S:9][C:10]3[CH:18]=[CH:17][CH:16]=[CH:15][C:11]=3[C:12](=[O:14])[N:13]=2)[N:5]=[C:4]([CH2:19][CH2:20][C:21]([OH:23])=[O:22])[CH:3]=1. Reactant: [CH3:1][C:2]1[CH:7]=[C:6]([C:8]2[S:9][C:10]3[CH:18]=[CH:17][CH:16]=[CH:15][C:11]=3[C:12](=[O:14])[N:13]=2)[N:5]=[C:4]([CH2:19][CH2:20][C:21]([O:23]C(C)(C)C)=[O:22])[CH:3]=1. The catalyst class is: 55. (2) Reactant: [Cl:1][C:2]1[CH:7]=[C:6]([F:8])[CH:5]=[CH:4][C:3]=1[C:9](=[O:11])[CH3:10].[C:12](=O)([O:16]CC)[O:13][CH2:14][CH3:15]. Product: [Cl:1][C:2]1[CH:7]=[C:6]([F:8])[CH:5]=[CH:4][C:3]=1[C:9](=[O:11])[CH2:10][C:12]([O:13][CH2:14][CH3:15])=[O:16]. The catalyst class is: 13. (3) Reactant: [Li]CCCC.Br[C:7]1[N:11]([CH3:12])[C:10]([CH3:13])=[N:9][CH:8]=1.[Cl:14][C:15]1[C:24]2[C:19](=[CH:20][CH:21]=[C:22]([C:25]([C:27]3[N:31]([CH3:32])[C:30]([CH3:33])=[N:29][CH:28]=3)=[O:26])[CH:23]=2)[N:18]=[C:17]([O:34][CH3:35])[C:16]=1[CH2:36][C:37]1[CH:42]=[CH:41][C:40]([F:43])=[CH:39][CH:38]=1. Product: [Cl:14][C:15]1[C:24]2[C:19](=[CH:20][CH:21]=[C:22]([C:25]([C:27]3[N:31]([CH3:32])[C:30]([CH3:33])=[N:29][CH:28]=3)([C:7]3[N:11]([CH3:12])[C:10]([CH3:13])=[N:9][CH:8]=3)[OH:26])[CH:23]=2)[N:18]=[C:17]([O:34][CH3:35])[C:16]=1[CH2:36][C:37]1[CH:38]=[CH:39][C:40]([F:43])=[CH:41][CH:42]=1. The catalyst class is: 1. (4) Reactant: [F:1][C:2]1[CH:7]=[CH:6][C:5]([CH:8]2[C:17]([CH3:19])([CH3:18])[CH2:16][C:15]3[C:10](=[CH:11][CH:12]=[C:13]([C:20]([O-:22])=[O:21])[CH:14]=3)[NH:9]2)=[CH:4][C:3]=1[N+:23]([O-])=O.[CH:26]1([C:31]([OH:33])=O)[CH2:30][CH2:29][CH2:28][CH2:27]1.[CH:34](N(CC)C(C)C)(C)C.P(Cl)(Cl)(Cl)=O. Product: [CH:26]1([C:31]([NH:23][C:3]2[CH:4]=[C:5]([CH:8]3[C:17]([CH3:19])([CH3:18])[CH2:16][C:15]4[C:10](=[CH:11][CH:12]=[C:13]([C:20]([O:22][CH3:34])=[O:21])[CH:14]=4)[NH:9]3)[CH:6]=[CH:7][C:2]=2[F:1])=[O:33])[CH2:30][CH2:29][CH2:28][CH2:27]1. The catalyst class is: 4. (5) Reactant: [CH3:1][O:2][C:3]1[CH:22]=[CH:21][C:6]([CH2:7][N:8]2[C:16]3[C:11](=[CH:12][CH:13]=[CH:14][CH:15]=3)[C:10]([Sn](C)(C)C)=[N:9]2)=[CH:5][CH:4]=1.Br[C:24]1[N:29]=[C:28]([Cl:30])[CH:27]=[CH:26][N:25]=1. Product: [Cl:30][C:28]1[CH:27]=[CH:26][N:25]=[C:24]([C:10]2[C:11]3[C:16](=[CH:15][CH:14]=[CH:13][CH:12]=3)[N:8]([CH2:7][C:6]3[CH:21]=[CH:22][C:3]([O:2][CH3:1])=[CH:4][CH:5]=3)[N:9]=2)[N:29]=1. The catalyst class is: 93. (6) Reactant: [NH2:1][C:2]1[CH:3]=[C:4]([CH:16]=[CH:17][C:18]=1[O:19][CH3:20])[C:5]([NH:7][C:8]1[CH:13]=[CH:12][C:11]([CH3:14])=[C:10]([Cl:15])[CH:9]=1)=[O:6].[Cl:21][C:22]1[CH:23]=[C:24]([N:29]=[C:30]=[S:31])[CH:25]=[C:26]([Cl:28])[CH:27]=1. Product: [Cl:15][C:10]1[CH:9]=[C:8]([NH:7][C:5](=[O:6])[C:4]2[CH:16]=[CH:17][C:18]([O:19][CH3:20])=[C:2]([NH:1][C:30]([NH:29][C:24]3[CH:25]=[C:26]([Cl:28])[CH:27]=[C:22]([Cl:21])[CH:23]=3)=[S:31])[CH:3]=2)[CH:13]=[CH:12][C:11]=1[CH3:14]. The catalyst class is: 139. (7) Reactant: Cl.FC1C=C(C=CC=1)CN1C=C(C2C3C(=NC=C(C4C=CC(C5CCNCC5)=CC=4)C=3)N(S(C3C=CC(C)=CC=3)(=O)=O)C=2)C=N1.[CH2:46]([N:53]1[CH:57]=[C:56]([C:58]2[C:66]3[C:61](=[N:62][CH:63]=[C:64]([C:67]4[CH:68]=[CH:69][C:70]([N:73]5[CH2:78][CH2:77][N:76]([CH2:79][C@@H:80]([OH:82])[CH3:81])[CH2:75][CH2:74]5)=[N:71][CH:72]=4)[CH:65]=3)[N:60](S(C3C=CC(C)=CC=3)(=O)=O)[CH:59]=2)[CH:55]=[N:54]1)[C:47]1[CH:52]=[CH:51][CH:50]=[CH:49][CH:48]=1.[OH-].[Li+]. Product: [CH2:46]([N:53]1[CH:57]=[C:56]([C:58]2[C:66]3[C:61](=[N:62][CH:63]=[C:64]([C:67]4[CH:68]=[CH:69][C:70]([N:73]5[CH2:74][CH2:75][N:76]([CH2:79][C@@H:80]([OH:82])[CH3:81])[CH2:77][CH2:78]5)=[N:71][CH:72]=4)[CH:65]=3)[NH:60][CH:59]=2)[CH:55]=[N:54]1)[C:47]1[CH:52]=[CH:51][CH:50]=[CH:49][CH:48]=1. The catalyst class is: 87. (8) Reactant: [CH:1]([C:3]1[CH:28]=[CH:27][C:6]([C:7]([NH:9][C:10]2[CH:15]=[CH:14][CH:13]=[CH:12][C:11]=2/[CH:16]=[CH:17]/[C:18]2[C:26]3[C:21](=[CH:22][CH:23]=[CH:24][CH:25]=3)[NH:20][N:19]=2)=[O:8])=[CH:5][CH:4]=1)=O.C(O)(=O)C.[NH:33]1[CH2:38][CH2:37][O:36][CH2:35][CH2:34]1.C(O[BH-](OC(=O)C)OC(=O)C)(=O)C.[Na+]. The catalyst class is: 701. Product: [NH:20]1[C:21]2[C:26](=[CH:25][CH:24]=[CH:23][CH:22]=2)[C:18](/[CH:17]=[CH:16]/[C:11]2[CH:12]=[CH:13][CH:14]=[CH:15][C:10]=2[NH:9][C:7](=[O:8])[C:6]2[CH:27]=[CH:28][C:3]([CH2:1][N:33]3[CH2:38][CH2:37][O:36][CH2:35][CH2:34]3)=[CH:4][CH:5]=2)=[N:19]1. (9) Reactant: [Cl:1][C:2]1[CH:3]=[C:4]([CH:7]=[CH:8][C:9]=1[O:10][CH:11]([CH3:13])[CH3:12])[C:5]#[N:6].[NH2:14][OH:15]. Product: [Cl:1][C:2]1[CH:3]=[C:4]([CH:7]=[CH:8][C:9]=1[O:10][CH:11]([CH3:13])[CH3:12])[C:5]([NH:14][OH:15])=[NH:6]. The catalyst class is: 8.